Dataset: Reaction yield outcomes from USPTO patents with 853,638 reactions. Task: Predict the reaction yield, written as a fraction of the theoretical maximum amount of product (1.0 means a 100% yield; for example, 0.34 means a 34% yield). (1) The reactants are COC1C=CC(C[O:8][C:9]2[CH:10]=[C:11]([C:34]([C:36]3[CH:37]=[N:38][C:39]([O:42][CH3:43])=[CH:40][CH:41]=3)=[O:35])[CH:12]=[C:13]([C:15]3[CH:23]=[CH:22][CH:21]=[C:20]4[C:16]=3[CH:17]=[CH:18][N:19]4[Si](C(C)C)(C(C)C)C(C)C)[CH:14]=2)=CC=1.B(F)(F)F.CCOC(C)=O.C([O-])(O)=O.[Na+]. The catalyst is CSC. The product is [OH:8][C:9]1[CH:10]=[C:11]([C:34]([C:36]2[CH:37]=[N:38][C:39]([O:42][CH3:43])=[CH:40][CH:41]=2)=[O:35])[CH:12]=[C:13]([C:15]2[CH:23]=[CH:22][CH:21]=[C:20]3[C:16]=2[CH:17]=[CH:18][NH:19]3)[CH:14]=1. The yield is 0.750. (2) The reactants are [OH-].[K+].[CH3:3][O:4][C:5]1[CH:13]=[CH:12][CH:11]=[C:10]2[C:6]=1[C:7]([NH2:14])=[N:8][NH:9]2.ClC1SC(S(N(S(C2SC(Cl)=CC=2)(=O)=O)C2C3C(=CC=CC=3OC)N(C(OC(C)(C)C)=O)N=2)(=O)=O)=CC=1.Cl[CH2:53][C:54]1[CH:59]=[CH:58][C:57]([O:60][CH3:61])=[C:56]([O:62][CH3:63])[CH:55]=1. The catalyst is CS(C)=O.O. The product is [CH3:63][O:62][C:56]1[CH:55]=[C:54]([CH2:53][N:9]2[C:10]3[C:6](=[C:5]([O:4][CH3:3])[CH:13]=[CH:12][CH:11]=3)[C:7]([NH2:14])=[N:8]2)[CH:59]=[CH:58][C:57]=1[O:60][CH3:61]. The yield is 0.840.